From a dataset of Catalyst prediction with 721,799 reactions and 888 catalyst types from USPTO. Predict which catalyst facilitates the given reaction. (1) Reactant: [CH2:1]([O:3][C:4](=[O:25])[CH2:5][CH2:6][CH2:7][N:8]1[C:13]2[CH:14]=[CH:15][CH:16]=[C:17]([CH:18]([CH3:20])[CH3:19])[C:12]=2[O:11][CH:10]([CH:21]([CH3:23])[CH3:22])[C:9]1=O)[CH3:2].COC1C=CC(P2(SP(C3C=CC(OC)=CC=3)(=S)S2)=[S:35])=CC=1.C(=O)([O-])O.[Na+]. Product: [CH2:1]([O:3][C:4](=[O:25])[CH2:5][CH2:6][CH2:7][N:8]1[C:13]2[CH:14]=[CH:15][CH:16]=[C:17]([CH:18]([CH3:20])[CH3:19])[C:12]=2[O:11][CH:10]([CH:21]([CH3:23])[CH3:22])[C:9]1=[S:35])[CH3:2]. The catalyst class is: 11. (2) Reactant: Cl[C:2]1[S:3][CH:4]=[C:5]([C:7]2[CH:12]=[CH:11][CH:10]=[CH:9][CH:8]=2)[N:6]=1.[C:13]([O:17][C:18]([N:20]1[CH2:25][CH2:24][NH:23][CH2:22][CH2:21]1)=[O:19])([CH3:16])([CH3:15])[CH3:14].C(=O)([O-])[O-].[K+].[K+].O. Product: [C:7]1([C:5]2[N:6]=[C:2]([N:23]3[CH2:22][CH2:21][N:20]([C:18]([O:17][C:13]([CH3:16])([CH3:15])[CH3:14])=[O:19])[CH2:25][CH2:24]3)[S:3][CH:4]=2)[CH:12]=[CH:11][CH:10]=[CH:9][CH:8]=1. The catalyst class is: 9. (3) Reactant: C[O:2][C:3]1[CH:12]=[CH:11][C:10]2[C:5](=[CH:6][C:7]([O:13][CH3:14])=[CH:8][CH:9]=2)[C:4]=1[CH:15]=[O:16].C(=O)([O-])O.[Na+]. Product: [OH:2][C:3]1[CH:12]=[CH:11][C:10]2[C:5](=[CH:6][C:7]([O:13][CH3:14])=[CH:8][CH:9]=2)[C:4]=1[CH:15]=[O:16]. The catalyst class is: 4.